This data is from Forward reaction prediction with 1.9M reactions from USPTO patents (1976-2016). The task is: Predict the product of the given reaction. Given the reactants [Br:1][CH2:2][CH2:3][N:4]([CH2:22][CH2:23][Br:24])[C:5]1[C:6]([S:18]([CH3:21])(=[O:20])=[O:19])=[CH:7][C:8]([N+:15]([O-:17])=[O:16])=[C:9]([CH:14]=1)[C:10]([O:12]C)=[O:11].[OH-].[K+].Br, predict the reaction product. The product is: [Br:1][CH2:2][CH2:3][N:4]([CH2:22][CH2:23][Br:24])[C:5]1[C:6]([S:18]([CH3:21])(=[O:20])=[O:19])=[CH:7][C:8]([N+:15]([O-:17])=[O:16])=[C:9]([CH:14]=1)[C:10]([OH:12])=[O:11].